This data is from Forward reaction prediction with 1.9M reactions from USPTO patents (1976-2016). The task is: Predict the product of the given reaction. (1) Given the reactants [C:1]1([C:7]2[CH:12]=[CH:11][N:10]=[C:9]([C:13]3[NH:18][C:17](=O)[CH:16]=[CH:15][N:14]=3)[CH:8]=2)[CH:6]=[CH:5][CH:4]=[CH:3][CH:2]=1.P(Cl)(Cl)([Cl:22])=O, predict the reaction product. The product is: [Cl:22][C:17]1[CH:16]=[CH:15][N:14]=[C:13]([C:9]2[CH:8]=[C:7]([C:1]3[CH:6]=[CH:5][CH:4]=[CH:3][CH:2]=3)[CH:12]=[CH:11][N:10]=2)[N:18]=1. (2) Given the reactants C([Mg]Cl)(C)C.[Br:6][C:7]1[CH:12]=[CH:11][CH:10]=[CH:9][C:8]=1I.[Cl-].[C:15]1([PH:21][C:22]2[CH:27]=[CH:26][CH:25]=[CH:24][CH:23]=2)[CH:20]=[CH:19][CH:18]=[CH:17][CH:16]=1.C(O)C, predict the reaction product. The product is: [C:22]1([P:21]([C:15]2[CH:16]=[CH:17][CH:18]=[CH:19][CH:20]=2)[C:8]2[CH:9]=[CH:10][CH:11]=[CH:12][C:7]=2[Br:6])[CH:23]=[CH:24][CH:25]=[CH:26][CH:27]=1. (3) Given the reactants [CH3:1][C:2]1[O:6][N:5]=[C:4]([C:7]2[CH:12]=[CH:11][CH:10]=[CH:9][CH:8]=2)[C:3]=1[CH2:13][OH:14].[Br:15][C:16]1[N:17]=[N:18][C:19](Br)=[CH:20][CH:21]=1, predict the reaction product. The product is: [Br:15][C:16]1[N:17]=[N:18][C:19]([O:14][CH2:13][C:3]2[C:4]([C:7]3[CH:12]=[CH:11][CH:10]=[CH:9][CH:8]=3)=[N:5][O:6][C:2]=2[CH3:1])=[CH:20][CH:21]=1. (4) The product is: [CH:17]1([NH:20][C:14]([C:9]2[C:8]3[CH:7]=[CH:6][N:5]([CH2:4][O:3][CH2:1][CH3:2])[C:13]=3[CH:12]=[CH:11][CH:10]=2)=[O:16])[CH2:19][CH2:18]1. Given the reactants [CH2:1]([O:3][CH2:4][N:5]1[C:13]2[CH:12]=[CH:11][CH:10]=[C:9]([C:14]([OH:16])=O)[C:8]=2[CH:7]=[CH:6]1)[CH3:2].[CH:17]1([NH2:20])[CH2:19][CH2:18]1.C(N(CC)CC)C.F[P-](F)(F)(F)(F)F.N1(OC(N(C)C)=[N+](C)C)C2N=CC=CC=2N=N1, predict the reaction product. (5) Given the reactants [CH3:1][C@H:2]1[CH2:7][CH2:6][CH2:5][C@@H:4]([CH3:8])[N:3]1[CH2:9][CH2:10][NH:11][C:12]([C:14]1[CH:15]=[CH:16][C:17]([F:42])=[C:18]([NH:20][C:21]([C:23]2[N:27]3[CH:28]=[CH:29][C:30]([C:32]4[CH:40]=[CH:39][C:35]([C:36](O)=[O:37])=[C:34]([F:41])[CH:33]=4)=[CH:31][C:26]3=[N:25][CH:24]=2)=[O:22])[CH:19]=1)=[O:13].[NH2:43][C:44]([CH3:48])([CH3:47])[CH2:45][OH:46], predict the reaction product. The product is: [CH3:1][C@H:2]1[CH2:7][CH2:6][CH2:5][C@@H:4]([CH3:8])[N:3]1[CH2:9][CH2:10][NH:11][C:12]([C:14]1[CH:15]=[CH:16][C:17]([F:42])=[C:18]([NH:20][C:21]([C:23]2[N:27]3[CH:28]=[CH:29][C:30]([C:32]4[CH:40]=[CH:39][C:35]([C:36](=[O:37])[NH:43][C:44]([CH3:48])([CH3:47])[CH2:45][OH:46])=[C:34]([F:41])[CH:33]=4)=[CH:31][C:26]3=[N:25][CH:24]=2)=[O:22])[CH:19]=1)=[O:13].